The task is: Predict the reactants needed to synthesize the given product.. This data is from Full USPTO retrosynthesis dataset with 1.9M reactions from patents (1976-2016). (1) Given the product [CH:1]([O:4][C:5](=[O:6])[NH:7][C@H:8]([C:19]1[CH:20]=[CH:21][CH:22]=[CH:23][CH:24]=1)[C:9]([N:11]1[CH2:15][CH2:14][CH2:13][C@H:12]1[C:16](=[O:17])[NH:25][CH2:26][C:27]1[CH:28]=[C:29]2[C:34](=[CH:35][CH:36]=1)[C:33]([NH2:37])=[N:32][CH:31]=[CH:30]2)=[O:10])([CH3:3])[CH3:2], predict the reactants needed to synthesize it. The reactants are: [CH:1]([O:4][C:5]([NH:7][C@H:8]([C:19]1[CH:24]=[CH:23][CH:22]=[CH:21][CH:20]=1)[C:9]([N:11]1[CH2:15][CH2:14][CH2:13][C@H:12]1[C:16](O)=[O:17])=[O:10])=[O:6])([CH3:3])[CH3:2].[NH2:25][CH2:26][C:27]1[CH:28]=[C:29]2[C:34](=[CH:35][CH:36]=1)[C:33]([NH2:37])=[N:32][CH:31]=[CH:30]2.CN1CCOCC1.F[B-](F)(F)F.N1(OC(N(C)C)=[N+](C)C)C2C=CC=CC=2N=N1. (2) Given the product [CH3:11][S:12]([C:15]1[CH:20]=[CH:19][C:18]([S:8][C:6]2[CH:7]=[C:2]([F:1])[CH:3]=[CH:4][C:5]=2[O:9][CH3:10])=[C:17]([Cl:22])[CH:16]=1)(=[O:14])=[O:13], predict the reactants needed to synthesize it. The reactants are: [F:1][C:2]1[CH:3]=[CH:4][C:5]([O:9][CH3:10])=[C:6]([SH:8])[CH:7]=1.[CH3:11][S:12]([C:15]1[CH:20]=[CH:19][C:18](F)=[C:17]([Cl:22])[CH:16]=1)(=[O:14])=[O:13]. (3) Given the product [OH:1][C:2]1[C:11]2[C:6](=[CH:7][CH:8]=[CH:9][CH:10]=2)[N:5]([NH:12][CH2:13][CH:14]([CH3:15])[CH3:16])[C:4](=[O:17])[C:3]=1[C:18]1[NH:23][C:22]2[CH:24]=[CH:25][C:26]([O:28][CH2:38][C:39]([NH2:41])=[O:40])=[CH:27][C:21]=2[S:20](=[O:29])(=[O:30])[N:19]=1, predict the reactants needed to synthesize it. The reactants are: [OH:1][C:2]1[C:11]2[C:6](=[CH:7][CH:8]=[CH:9][CH:10]=2)[N:5]([NH:12][CH2:13][CH:14]([CH3:16])[CH3:15])[C:4](=[O:17])[C:3]=1[C:18]1[NH:23][C:22]2[CH:24]=[CH:25][C:26]([OH:28])=[CH:27][C:21]=2[S:20](=[O:30])(=[O:29])[N:19]=1.C(=O)([O-])[O-].[Cs+].[Cs+].Br[CH2:38][C:39]([NH2:41])=[O:40]. (4) The reactants are: [F:1][C:2]([F:41])([F:40])[C:3]1[CH:4]=[C:5]([C@H:13]2[O:17][C:16](=[O:18])[N:15]([CH2:19][C:20]3[C:21]([NH:30][CH:31]4[CH2:36][CH2:35][NH:34][CH:33]([CH2:37][CH3:38])[CH2:32]4)=[N:22][CH:23]=[C:24]([C:26]([F:29])([F:28])[F:27])[CH:25]=3)[C@H:14]2[CH3:39])[CH:6]=[C:7]([C:9]([F:12])([F:11])[F:10])[CH:8]=1.[C:42](Cl)(=[O:44])[CH3:43]. Given the product [F:10][C:9]([F:12])([F:11])[C:7]1[CH:6]=[C:5]([C@H:13]2[O:17][C:16](=[O:18])[N:15]([CH2:19][C:20]3[C:21]([NH:30][CH:31]4[CH2:36][CH2:35][N:34]([C:42](=[O:44])[CH3:43])[CH:33]([CH2:37][CH3:38])[CH2:32]4)=[N:22][CH:23]=[C:24]([C:26]([F:28])([F:29])[F:27])[CH:25]=3)[C@H:14]2[CH3:39])[CH:4]=[C:3]([C:2]([F:1])([F:40])[F:41])[CH:8]=1, predict the reactants needed to synthesize it.